Dataset: Forward reaction prediction with 1.9M reactions from USPTO patents (1976-2016). Task: Predict the product of the given reaction. (1) Given the reactants C(O[C:6](=[O:25])[NH:7][C@H:8]([CH:13]([C:15](=[O:24])[NH:16][CH2:17][C:18]1[CH:23]=[CH:22][CH:21]=[CH:20][CH:19]=1)[OH:14])[CH2:9][CH2:10][CH2:11][CH3:12])(C)(C)C.FC(F)(F)C(O)=O.C(N(CC)C(C)C)(C)C.[NH:42]1[C:50]2[C:45](=[CH:46][CH:47]=[CH:48][CH:49]=2)[C:44]([CH2:51][C@H:52]([NH:56][C:57](=[O:73])[C@@H:58]([NH:60][C:61]([C:63]2[CH2:64][C:65]3[C:70]([C:71]=2[CH3:72])=[CH:69][CH:68]=[CH:67][CH:66]=3)=[O:62])[CH3:59])C(O)=O)=[CH:43]1.CN(C(ON1N=NC2C=CC=NC1=2)=[N+](C)C)C.F[P-](F)(F)(F)(F)F, predict the reaction product. The product is: [CH2:17]([NH:16][C:15]([CH:13]([OH:14])[C@@H:8]([NH:7][C:6]([C@@H:52]([NH:56][C:57]([C@@H:58]([NH:60][C:61]([C:63]1[CH2:64][C:65]2[C:70]([C:71]=1[CH3:72])=[CH:69][CH:68]=[CH:67][CH:66]=2)=[O:62])[CH3:59])=[O:73])[CH2:51][C:44]1[C:45]2[C:50](=[CH:49][CH:48]=[CH:47][CH:46]=2)[NH:42][CH:43]=1)=[O:25])[CH2:9][CH2:10][CH2:11][CH3:12])=[O:24])[C:18]1[CH:19]=[CH:20][CH:21]=[CH:22][CH:23]=1. (2) Given the reactants [C:1]([O:5][CH2:6][C:7]([CH2:12][O:13][CH3:14])([CH2:10][CH3:11])[CH2:8][OH:9])([CH3:4])([CH3:3])[CH3:2].[H-].[Na+].[CH3:17]I, predict the reaction product. The product is: [C:1]([O:5][CH2:6][C:7]([CH2:8][O:9][CH3:17])([CH2:12][O:13][CH3:14])[CH2:10][CH3:11])([CH3:3])([CH3:2])[CH3:4]. (3) Given the reactants [Br:1][C:2]1[CH:3]=[C:4]([C:10]([O:12][CH3:13])=[O:11])[NH:5][C:6]=1[CH:7]([CH3:9])[CH3:8].[CH3:14][C:15]([O:18][C:19](O[C:19]([O:18][C:15]([CH3:17])([CH3:16])[CH3:14])=[O:20])=[O:20])([CH3:17])[CH3:16], predict the reaction product. The product is: [Br:1][C:2]1[CH:3]=[C:4]([C:10]([O:12][CH3:13])=[O:11])[N:5]([C:19]([O:18][C:15]([CH3:17])([CH3:16])[CH3:14])=[O:20])[C:6]=1[CH:7]([CH3:9])[CH3:8]. (4) The product is: [NH2:39][C:27]([C:21]1[C:22]2[CH2:26][CH2:25][CH2:24][C:23]=2[N:19]([C:16]2[CH:17]=[CH:18][C:13]([C:12]([NH:11][CH:9]([C:7]3[NH:6][C:5]4[CH:37]=[CH:38][C:2]([Cl:1])=[CH:3][C:4]=4[N:8]=3)[CH3:10])=[O:36])=[CH:14][C:15]=2[C:32]([F:35])([F:34])[F:33])[N:20]=1)=[O:29]. Given the reactants [Cl:1][C:2]1[CH:38]=[CH:37][C:5]2[NH:6][C:7]([CH:9]([NH:11][C:12](=[O:36])[C:13]3[CH:18]=[CH:17][C:16]([N:19]4[C:23]5[CH2:24][CH2:25][CH2:26][C:22]=5[C:21]([C:27]([O:29]CC)=O)=[N:20]4)=[C:15]([C:32]([F:35])([F:34])[F:33])[CH:14]=3)[CH3:10])=[N:8][C:4]=2[CH:3]=1.[NH3:39].Cl, predict the reaction product.